This data is from Catalyst prediction with 721,799 reactions and 888 catalyst types from USPTO. The task is: Predict which catalyst facilitates the given reaction. (1) The catalyst class is: 35. Product: [NH2:45][C:40]([CH3:44])([CH3:39])[C:41]([NH:36][C:32]1[CH:33]=[CH:34][CH:35]=[C:30]([C:21]2[C:22]3[C:17](=[CH:16][C:15]([O:14][CH3:13])=[C:24]4[O:25][C:26]([CH3:29])([CH3:28])[CH2:27][C:23]4=3)[CH2:18][C:19]([CH3:38])([CH3:37])[N:20]=2)[CH:31]=1)=[O:42]. Reactant: Cl.C(N=C=NCCCN(C)C)C.[CH3:13][O:14][C:15]1[CH:16]=[C:17]2[C:22](=[C:23]3[CH2:27][C:26]([CH3:29])([CH3:28])[O:25][C:24]=13)[C:21]([C:30]1[CH:31]=[C:32]([NH2:36])[CH:33]=[CH:34][CH:35]=1)=[N:20][C:19]([CH3:38])([CH3:37])[CH2:18]2.[CH3:39][C:40]([NH:45]C(=O)C(F)(F)F)([CH3:44])[C:41](O)=[O:42].O.ON1C2C=CC=CC=2N=N1.[OH-].[Na+]. (2) Reactant: C(C1C=C(C)C(S([N:14]2[CH2:18][CH2:17][CH:16]([F:19])[CH2:15]2)=O)=C(C)C=1)(C)(C)C.[F:21][C:22]([F:27])([F:26])[C:23]([OH:25])=[O:24]. Product: [F:21][C:22]([F:27])([F:26])[C:23]([OH:25])=[O:24].[F:19][CH:16]1[CH2:17][CH2:18][NH:14][CH2:15]1. The catalyst class is: 5. (3) Reactant: Br[CH2:2][CH2:3][CH2:4][O:5][C:6]1[CH:7]=[C:8]2[C:12](=[CH:13][C:14]=1[O:15][CH3:16])[C:11](=[O:17])[CH2:10][CH2:9]2.[NH:18]1[CH2:22][CH2:21][CH2:20][CH2:19]1. Product: [CH3:16][O:15][C:14]1[CH:13]=[C:12]2[C:8]([CH2:9][CH2:10][C:11]2=[O:17])=[CH:7][C:6]=1[O:5][CH2:4][CH2:3][CH2:2][N:18]1[CH2:22][CH2:21][CH2:20][CH2:19]1. The catalyst class is: 57. (4) Reactant: [CH3:1][O:2][CH:3]1[CH2:6][N:5]([C:7]([C:9]2[CH:18]=[CH:17][C:16]3[C:11](=[C:12]([C:19]4[CH:24]=[CH:23][C:22]([C:25]5[CH:26]=[N:27][N:28]([CH3:30])[CH:29]=5)=[CH:21][CH:20]=4)[CH:13]=[N:14][CH:15]=3)[N:10]=2)=[O:8])[CH2:4]1.ClC1C=C(C=CC=1)C(OO)=[O:36]. Product: [CH3:1][O:2][CH:3]1[CH2:6][N:5]([C:7]([C:9]2[CH:18]=[CH:17][C:16]3[C:11](=[C:12]([C:19]4[CH:20]=[CH:21][C:22]([C:25]5[CH:26]=[N:27][N:28]([CH3:30])[CH:29]=5)=[CH:23][CH:24]=4)[CH:13]=[N+:14]([O-:36])[CH:15]=3)[N:10]=2)=[O:8])[CH2:4]1. The catalyst class is: 797. (5) Reactant: [Cl:1][S:2]([OH:5])(=O)=[O:3].[CH2:6]1[C:14]2[C:9](=[CH:10][CH:11]=[CH:12][CH:13]=2)[CH2:8][CH:7]1[NH:15][C:16](=[O:18])[CH3:17]. Product: [C:16]([NH:15][CH:7]1[CH2:8][C:9]2[C:14](=[CH:13][CH:12]=[C:11]([S:2]([Cl:1])(=[O:5])=[O:3])[CH:10]=2)[CH2:6]1)(=[O:18])[CH3:17]. The catalyst class is: 4. (6) Reactant: [Br:1][C:2]1[C:7]([Cl:8])=[CH:6][C:5](B2OC(C)(C)C(C)(C)O2)=[CH:4][N:3]=1.[OH:18]O. Product: [Br:1][C:2]1[N:3]=[CH:4][C:5]([OH:18])=[CH:6][C:7]=1[Cl:8]. The catalyst class is: 5. (7) Reactant: [O:1]1[CH:5]=[CH:4][CH:3]=[C:2]1[C:6]1[CH:35]=[CH:34][C:9]([C:10]([N:12]([CH2:16][C:17]2[CH:33]=[CH:32][CH:31]=[CH:30][C:18]=2[O:19][CH2:20][CH2:21][CH2:22][O:23][CH2:24][C:25]([O:27]CC)=[O:26])[CH:13]([CH3:15])[CH3:14])=[O:11])=[CH:8][CH:7]=1.O.[OH-].[Li+]. Product: [O:1]1[CH:5]=[CH:4][CH:3]=[C:2]1[C:6]1[CH:7]=[CH:8][C:9]([C:10]([N:12]([CH2:16][C:17]2[CH:33]=[CH:32][CH:31]=[CH:30][C:18]=2[O:19][CH2:20][CH2:21][CH2:22][O:23][CH2:24][C:25]([OH:27])=[O:26])[CH:13]([CH3:14])[CH3:15])=[O:11])=[CH:34][CH:35]=1. The catalyst class is: 20.